From a dataset of Full USPTO retrosynthesis dataset with 1.9M reactions from patents (1976-2016). Predict the reactants needed to synthesize the given product. (1) Given the product [OH:8][C:9]1[CH:10]=[C:11]([O:12][CH3:13])[C:2]([C:21]2[CH:20]=[C:19]3[C:24](=[CH:23][CH:22]=2)[N:16]([CH3:15])[N:17]=[CH:18]3)=[CH:3][C:4]=1[CH2:5][CH2:6][C:7]([OH:14])=[O:29], predict the reactants needed to synthesize it. The reactants are: Br[C:2]1[CH:3]=[C:4]2[C:9](=[CH:10][C:11]=1[O:12][CH3:13])[O:8][C:7](=[O:14])[CH2:6][CH2:5]2.[CH3:15][N:16]1[C:24]2[C:19](=[CH:20][C:21](B(O)O)=[CH:22][CH:23]=2)[CH:18]=[N:17]1.C(=O)([O-])[O-:29].[K+].[K+].[OH-].[Na+].Cl. (2) Given the product [CH2:1]([O:3][C:4]([C:6]1[C:7]([O:23][C:20]2[CH:21]=[CH:22][C:16]3[O:15][CH2:14][O:18][C:17]=3[CH:19]=2)=[CH:8][CH:9]=[CH:10][C:11]=1[F:12])=[O:5])[CH3:2], predict the reactants needed to synthesize it. The reactants are: [CH2:1]([O:3][C:4]([C:6]1[C:11]([F:12])=[CH:10][CH:9]=[CH:8][C:7]=1F)=[O:5])[CH3:2].[CH2:14]1[O:18][C:17]2[CH:19]=[C:20]([OH:23])[CH:21]=[CH:22][C:16]=2[O:15]1.